Dataset: Full USPTO retrosynthesis dataset with 1.9M reactions from patents (1976-2016). Task: Predict the reactants needed to synthesize the given product. (1) Given the product [N:14]1[CH:19]=[CH:18][C:17]([CH2:20][CH2:10][O:11][C:12]([N:14]2[CH2:19][CH2:18][C:17]3[C:20]([C:32]#[N:33])=[C:21]([NH:23][C:24]([C:26]4[CH:27]=[CH:28][CH:29]=[CH:30][CH:31]=4)=[O:25])[S:22][C:16]=3[CH2:15]2)=[O:13])=[CH:16][CH:15]=1, predict the reactants needed to synthesize it. The reactants are: O=[O+][O-].CC1(C)OC([CH2:10][O:11][C:12]([N:14]2[CH2:19][CH2:18][C:17]3[C:20]([C:32]#[N:33])=[C:21]([NH:23][C:24]([C:26]4[CH:31]=[CH:30][CH:29]=[CH:28][CH:27]=4)=[O:25])[S:22][C:16]=3[CH2:15]2)=[O:13])CO1. (2) The reactants are: [NH2:1][C:2]1[N:3]=[C:4]([NH:17][CH:18]2[CH2:23][CH2:22][NH:21][CH2:20][CH2:19]2)[S:5][C:6]=1[C:7]([C:9]1[C:14]([F:15])=[CH:13][CH:12]=[CH:11][C:10]=1[F:16])=[O:8].Cl.[CH3:25][N:26]([CH3:33])[CH2:27][CH2:28][S:29](Cl)(=[O:31])=[O:30]. Given the product [NH2:1][C:2]1[N:3]=[C:4]([NH:17][CH:18]2[CH2:23][CH2:22][N:21]([S:29]([CH2:28][CH2:27][N:26]([CH3:33])[CH3:25])(=[O:31])=[O:30])[CH2:20][CH2:19]2)[S:5][C:6]=1[C:7]([C:9]1[C:14]([F:15])=[CH:13][CH:12]=[CH:11][C:10]=1[F:16])=[O:8], predict the reactants needed to synthesize it. (3) Given the product [NH2:1][C:2]1[C:3]([C:9]([O:11][CH3:12])=[O:10])=[N:4][C:5]([Br:8])=[CH:6][N:7]=1, predict the reactants needed to synthesize it. The reactants are: [NH2:1][C:2]1[C:3]([C:9]([OH:11])=[O:10])=[N:4][C:5]([Br:8])=[CH:6][N:7]=1.[CH3:12]N1CCOCC1.C(Cl)(=O)OCC(C)C. (4) Given the product [CH3:16][S:17]([O:15][CH2:14][CH2:13][O:12][C:8]([CH3:11])([CH3:10])[CH3:9])(=[O:19])=[O:18], predict the reactants needed to synthesize it. The reactants are: C(N(CC)CC)C.[C:8]([O:12][CH2:13][CH2:14][OH:15])([CH3:11])([CH3:10])[CH3:9].[CH3:16][S:17](Cl)(=[O:19])=[O:18]. (5) Given the product [CH2:4]([NH:3][C:13]([CH2:12][I:11])=[O:14])[CH2:5][S:6][S:7][CH2:8][CH2:9][NH:10][C:13]([CH2:12][I:11])=[O:14], predict the reactants needed to synthesize it. The reactants are: Cl.Cl.[NH2:3][CH2:4][CH2:5][S:6][S:7][CH2:8][CH2:9][NH2:10].[I:11][CH2:12][C:13](O[C:13](=[O:14])[CH2:12][I:11])=[O:14]. (6) Given the product [CH2:20]([O:19][CH2:18][C:4]1([S:5]([O:8][CH2:9][CH2:10][CH2:11][CH3:12])(=[O:7])=[O:6])[CH2:2][CH2:3]1)[C:21]1[CH:26]=[CH:25][CH:24]=[CH:23][CH:22]=1, predict the reactants needed to synthesize it. The reactants are: Cl[CH2:2][CH2:3][CH2:4][S:5]([O:8][CH2:9][CH2:10][CH2:11][CH3:12])(=[O:7])=[O:6].[Li]CCCC.[CH2:18](Cl)[O:19][CH2:20][C:21]1[CH:26]=[CH:25][CH:24]=[CH:23][CH:22]=1. (7) Given the product [C:24]([O:23][C:21]([N:9]1[CH2:10][CH2:11][N:12]([C:14]([O:16][C:17]([CH3:20])([CH3:19])[CH3:18])=[O:15])[CH2:13][C@@H:8]1[C:5]1[CH:6]=[CH:7][C:2]([N:30]([CH3:31])[CH3:29])=[CH:3][CH:4]=1)=[O:22])([CH3:27])([CH3:26])[CH3:25], predict the reactants needed to synthesize it. The reactants are: Br[C:2]1[CH:7]=[CH:6][C:5]([C@H:8]2[CH2:13][N:12]([C:14]([O:16][C:17]([CH3:20])([CH3:19])[CH3:18])=[O:15])[CH2:11][CH2:10][N:9]2[C:21]([O:23][C:24]([CH3:27])([CH3:26])[CH3:25])=[O:22])=[CH:4][CH:3]=1.Cl.[CH3:29][NH:30][CH3:31].C(P(C(C)(C)C)C1C=CC=CC=1C1C=CC=CC=1)(C)(C)C.CC(C)([O-])C.[Na+]. (8) Given the product [I:1][C:2]1[C:10]2[C:5](=[N:6][CH:7]=[N:8][C:9]=2[NH2:11])[N:4]([CH:12]2[CH2:17][CH2:16][N:15]([CH3:20])[CH2:14][CH2:13]2)[N:3]=1, predict the reactants needed to synthesize it. The reactants are: [I:1][C:2]1[C:10]2[C:5](=[N:6][CH:7]=[N:8][C:9]=2[NH2:11])[N:4]([CH:12]2[CH2:17][CH2:16][NH:15][CH2:14][CH2:13]2)[N:3]=1.C=O.[C:20](O[BH-](OC(=O)C)OC(=O)C)(=O)C.[Na+].[Na].C(=O)(O)[O-].